From a dataset of Full USPTO retrosynthesis dataset with 1.9M reactions from patents (1976-2016). Predict the reactants needed to synthesize the given product. (1) Given the product [C:20]([O:19][C:17](=[O:18])[NH:1][C@H:2]([CH2:3][OH:4])[CH2:5][C:6]([CH3:9])([CH3:8])[CH3:7])([CH3:23])([CH3:22])[CH3:21], predict the reactants needed to synthesize it. The reactants are: [NH2:1][C@@H:2]([CH2:5][C:6]([CH3:9])([CH3:8])[CH3:7])[CH2:3][OH:4].C(N(CC)CC)C.[C:17](O[C:17]([O:19][C:20]([CH3:23])([CH3:22])[CH3:21])=[O:18])([O:19][C:20]([CH3:23])([CH3:22])[CH3:21])=[O:18]. (2) The reactants are: [CH3:1][C:2]1[CH:3]=[CH:4][C:5]2[O:10][CH2:9][C:8](=[O:11])[NH:7][C:6]=2[CH:12]=1.Cl[CH2:14][CH2:15][CH2:16]I.C([O-])([O-])=O.[Cs+].[Cs+].C([O-])([O-])=O.[K+].[K+].[CH2:30]([CH:34]1[CH2:39][CH2:38][NH:37][CH2:36][CH2:35]1)[CH2:31][CH2:32][CH3:33].[N-]=C=O. Given the product [CH2:30]([CH:34]1[CH2:39][CH2:38][N:37]([CH2:14][CH2:15][CH2:16][N:7]2[C:6]3[CH:12]=[C:2]([CH3:1])[CH:3]=[CH:4][C:5]=3[O:10][CH2:9][C:8]2=[O:11])[CH2:36][CH2:35]1)[CH2:31][CH2:32][CH3:33], predict the reactants needed to synthesize it. (3) Given the product [OH:1][C:2]1[C:3]([C:4]#[N:5])=[CH:6][C:7]2[C:11]3([CH2:31][O:10][C:8]=2[CH:9]=1)[C:19]1[C:14](=[CH:15][CH:16]=[CH:17][CH:18]=1)[N:13]([CH2:20][C:21]1[CH:22]=[CH:23][C:24]([O:27][CH3:28])=[CH:25][CH:26]=1)[C:12]3=[O:29], predict the reactants needed to synthesize it. The reactants are: [OH:1][C:2]1[CH:9]=[C:8]([OH:10])[C:7]([CH:11]2[C:19]3[C:14](=[CH:15][CH:16]=[CH:17][CH:18]=3)[N:13]([CH2:20][C:21]3[CH:26]=[CH:25][C:24]([O:27][CH3:28])=[CH:23][CH:22]=3)[C:12]2=[O:29])=[CH:6][C:3]=1[C:4]#[N:5].Cl[CH2:31]I.C(=O)([O-])[O-].[Cs+].[Cs+].Cl. (4) Given the product [ClH:36].[N:23]12[CH2:24][CH2:25][CH:26]([CH2:27][CH2:28]1)[C@@H:21]([NH:20][C:18]([C:15]1[S:16][C:17]3[C:9]([C:5]4[CH:6]=[CH:7][CH:8]=[C:3]([NH:2][C:34]([CH:30]5[CH2:31][CH2:32][CH2:33][O:29]5)=[O:35])[CH:4]=4)=[CH:10][CH:11]=[CH:12][C:13]=3[CH:14]=1)=[O:19])[CH2:22]2, predict the reactants needed to synthesize it. The reactants are: Cl.[NH2:2][C:3]1[CH:4]=[C:5]([C:9]2[C:17]3[S:16][C:15]([C:18]([NH:20][C@@H:21]4[CH:26]5[CH2:27][CH2:28][N:23]([CH2:24][CH2:25]5)[CH2:22]4)=[O:19])=[CH:14][C:13]=3[CH:12]=[CH:11][CH:10]=2)[CH:6]=[CH:7][CH:8]=1.[O:29]1[CH2:33][CH2:32][CH2:31][CH:30]1[C:34]([Cl:36])=[O:35]. (5) Given the product [NH2:1][C:2]1[N:10]=[C:9]([C:11]2[C:19]3[C:14](=[N:15][CH:16]=[CH:17][CH:18]=3)[N:13]([CH2:20][C:21]3[CH:26]=[CH:25][CH:24]=[CH:23][C:22]=3[F:27])[N:12]=2)[N:8]=[C:7]2[C:3]=1[NH:4][C:5](=[O:28])[N:6]2[CH2:29][CH3:30], predict the reactants needed to synthesize it. The reactants are: [NH2:1][C:2]1[N:10]=[C:9]([C:11]2[C:19]3[C:14](=[N:15][CH:16]=[CH:17][CH:18]=3)[N:13]([CH2:20][C:21]3[CH:26]=[CH:25][CH:24]=[CH:23][C:22]=3[F:27])[N:12]=2)[N:8]=[C:7]2[C:3]=1[NH:4][C:5](=[O:28])[NH:6]2.[CH3:29][CH2:30]N(P1(N(C)CCCN1C)=NC(C)(C)C)CC.C(I)C. (6) Given the product [O:34]=[CH:2][CH2:3][CH2:4][CH2:5][CH2:6][CH2:7][CH2:8][C:9]([OH:11])=[O:10], predict the reactants needed to synthesize it. The reactants are: N[CH2:2][CH2:3][CH2:4][CH2:5][CH2:6][CH2:7][CH2:8][C:9]([O:11]CCCC)=[O:10].C1CCCCCCC=1.C1=CCCCCCC1.C(OC(=O)C)(=[O:34])C. (7) The reactants are: C([N:4]1[C:12]2[C:7](=[CH:8][CH:9]=[CH:10][CH:11]=2)[CH2:6][CH:5]1[C:13]1[N:17]=[C:16]([CH2:18][CH2:19][CH3:20])[O:15][N:14]=1)(=O)C.[OH-].[Na+]. Given the product [CH2:18]([C:16]1[O:15][N:14]=[C:13]([CH:5]2[CH2:6][C:7]3[C:12](=[CH:11][CH:10]=[CH:9][CH:8]=3)[NH:4]2)[N:17]=1)[CH2:19][CH3:20], predict the reactants needed to synthesize it.